Dataset: Full USPTO retrosynthesis dataset with 1.9M reactions from patents (1976-2016). Task: Predict the reactants needed to synthesize the given product. Given the product [Cl:12][C:7]1[C:8]([O:10][CH3:11])=[CH:9][C:2]([OH:1])=[C:3]([CH:6]=1)[CH:4]=[O:5], predict the reactants needed to synthesize it. The reactants are: [OH:1][C:2]1[CH:9]=[C:8]([O:10][CH3:11])[CH:7]=[CH:6][C:3]=1[CH:4]=[O:5].[Cl:12]N1C(=O)CCC1=O.[N+]([O-])([O-])=O.[NH4+].